From a dataset of NCI-60 drug combinations with 297,098 pairs across 59 cell lines. Regression. Given two drug SMILES strings and cell line genomic features, predict the synergy score measuring deviation from expected non-interaction effect. (1) Drug 1: CC1=CC=C(C=C1)C2=CC(=NN2C3=CC=C(C=C3)S(=O)(=O)N)C(F)(F)F. Drug 2: CC1=C2C(C(=O)C3(C(CC4C(C3C(C(C2(C)C)(CC1OC(=O)C(C(C5=CC=CC=C5)NC(=O)OC(C)(C)C)O)O)OC(=O)C6=CC=CC=C6)(CO4)OC(=O)C)O)C)O. Cell line: HCT-15. Synergy scores: CSS=-1.75, Synergy_ZIP=0.822, Synergy_Bliss=-1.15, Synergy_Loewe=-3.34, Synergy_HSA=-3.56. (2) Drug 1: CC(C1=C(C=CC(=C1Cl)F)Cl)OC2=C(N=CC(=C2)C3=CN(N=C3)C4CCNCC4)N. Drug 2: CCC(=C(C1=CC=CC=C1)C2=CC=C(C=C2)OCCN(C)C)C3=CC=CC=C3.C(C(=O)O)C(CC(=O)O)(C(=O)O)O. Cell line: MOLT-4. Synergy scores: CSS=40.4, Synergy_ZIP=3.55, Synergy_Bliss=3.69, Synergy_Loewe=-18.4, Synergy_HSA=2.41. (3) Drug 1: C1CN1C2=NC(=NC(=N2)N3CC3)N4CC4. Drug 2: CN(C)C1=NC(=NC(=N1)N(C)C)N(C)C. Cell line: SK-OV-3. Synergy scores: CSS=13.8, Synergy_ZIP=-6.52, Synergy_Bliss=0.0334, Synergy_Loewe=0.416, Synergy_HSA=0.250. (4) Drug 1: CNC(=O)C1=NC=CC(=C1)OC2=CC=C(C=C2)NC(=O)NC3=CC(=C(C=C3)Cl)C(F)(F)F. Drug 2: CC12CCC3C(C1CCC2OP(=O)(O)O)CCC4=C3C=CC(=C4)OC(=O)N(CCCl)CCCl.[Na+]. Cell line: NCI-H522. Synergy scores: CSS=15.0, Synergy_ZIP=1.33, Synergy_Bliss=1.81, Synergy_Loewe=-10.7, Synergy_HSA=-2.63. (5) Drug 1: C1=CC(=CC=C1CCCC(=O)O)N(CCCl)CCCl. Drug 2: CCC1(CC2CC(C3=C(CCN(C2)C1)C4=CC=CC=C4N3)(C5=C(C=C6C(=C5)C78CCN9C7C(C=CC9)(C(C(C8N6C=O)(C(=O)OC)O)OC(=O)C)CC)OC)C(=O)OC)O.OS(=O)(=O)O. Cell line: MDA-MB-435. Synergy scores: CSS=33.5, Synergy_ZIP=3.42, Synergy_Bliss=8.14, Synergy_Loewe=-12.8, Synergy_HSA=5.59. (6) Drug 1: C1=CC=C(C(=C1)C(C2=CC=C(C=C2)Cl)C(Cl)Cl)Cl. Drug 2: C1CN(CCN1C(=O)CCBr)C(=O)CCBr. Cell line: 786-0. Synergy scores: CSS=9.94, Synergy_ZIP=-2.51, Synergy_Bliss=-0.650, Synergy_Loewe=-6.25, Synergy_HSA=-1.48. (7) Drug 1: CC1C(C(=O)NC(C(=O)N2CCCC2C(=O)N(CC(=O)N(C(C(=O)O1)C(C)C)C)C)C(C)C)NC(=O)C3=C4C(=C(C=C3)C)OC5=C(C(=O)C(=C(C5=N4)C(=O)NC6C(OC(=O)C(N(C(=O)CN(C(=O)C7CCCN7C(=O)C(NC6=O)C(C)C)C)C)C(C)C)C)N)C. Drug 2: C1CC(=O)NC(=O)C1N2C(=O)C3=CC=CC=C3C2=O. Cell line: NCI/ADR-RES. Synergy scores: CSS=1.66, Synergy_ZIP=-1.56, Synergy_Bliss=-0.905, Synergy_Loewe=-11.3, Synergy_HSA=-3.58. (8) Drug 1: CCN(CC)CCNC(=O)C1=C(NC(=C1C)C=C2C3=C(C=CC(=C3)F)NC2=O)C. Drug 2: CC12CCC3C(C1CCC2O)C(CC4=C3C=CC(=C4)O)CCCCCCCCCS(=O)CCCC(C(F)(F)F)(F)F. Cell line: NCI-H460. Synergy scores: CSS=9.01, Synergy_ZIP=-0.407, Synergy_Bliss=4.16, Synergy_Loewe=3.40, Synergy_HSA=4.44.